This data is from Peptide-MHC class I binding affinity with 185,985 pairs from IEDB/IMGT. The task is: Regression. Given a peptide amino acid sequence and an MHC pseudo amino acid sequence, predict their binding affinity value. This is MHC class I binding data. (1) The peptide sequence is RWHSLIKYL. The MHC is Mamu-B1001 with pseudo-sequence Mamu-B1001. The binding affinity (normalized) is 0.269. (2) The binding affinity (normalized) is 0.577. The peptide sequence is TYYTDGSCNK. The MHC is Mamu-B8301 with pseudo-sequence Mamu-B8301. (3) The peptide sequence is WPTPKTHPV. The MHC is HLA-B39:01 with pseudo-sequence HLA-B39:01. The binding affinity (normalized) is 0.406. (4) The peptide sequence is AIDFLLRRW. The MHC is HLA-A11:01 with pseudo-sequence HLA-A11:01. The binding affinity (normalized) is 0. (5) The peptide sequence is CFLWHVRKRF. The MHC is HLA-A01:01 with pseudo-sequence HLA-A01:01. The binding affinity (normalized) is 0.0434.